From a dataset of Reaction yield outcomes from USPTO patents with 853,638 reactions. Predict the reaction yield, written as a fraction of the theoretical maximum amount of product (1.0 means a 100% yield; for example, 0.34 means a 34% yield). (1) The reactants are [OH:1][CH2:2][CH2:3][CH2:4][O:5][C:6]1[CH:13]=[CH:12][C:9]([CH:10]=[O:11])=[C:8]([O:14][CH2:15][O:16][CH3:17])[CH:7]=1.[H-].[Na+].Br[CH2:21][CH:22]1[CH2:24][CH2:23]1.O. The catalyst is CN(C)C=O.C(OCC)(=O)C. The product is [CH:22]1([CH2:21][O:1][CH2:2][CH2:3][CH2:4][O:5][C:6]2[CH:13]=[CH:12][C:9]([CH:10]=[O:11])=[C:8]([O:14][CH2:15][O:16][CH3:17])[CH:7]=2)[CH2:24][CH2:23]1. The yield is 0.470. (2) The reactants are [Br:1][C:2]1[CH:3]=[CH:4][C:5]([N:8]2[CH2:12][CH2:11][C@@H:10]([NH2:13])[CH2:9]2)=[N:6][CH:7]=1.C(O[C:17]1(O[Si](C)(C)C)[CH2:19][CH2:18]1)C.[CH3:25][C:26](O)=O.[BH3-][C:30]#N.[Na+]. The catalyst is CO. The product is [Br:1][C:2]1[CH:3]=[CH:4][C:5]([N:8]2[CH2:12][CH2:11][C@@H:10]([N:13]([CH:17]3[CH2:18][CH2:19]3)[CH:26]3[CH2:25][CH2:30]3)[CH2:9]2)=[N:6][CH:7]=1. The yield is 0.560.